This data is from Peptide-MHC class I binding affinity with 185,985 pairs from IEDB/IMGT. The task is: Regression. Given a peptide amino acid sequence and an MHC pseudo amino acid sequence, predict their binding affinity value. This is MHC class I binding data. (1) The peptide sequence is TEDDWITYI. The MHC is HLA-A02:19 with pseudo-sequence HLA-A02:19. The binding affinity (normalized) is 0.0847. (2) The peptide sequence is KAAFDLSHFL. The MHC is HLA-A02:02 with pseudo-sequence HLA-A02:02. The binding affinity (normalized) is 0.376.